This data is from Reaction yield outcomes from USPTO patents with 853,638 reactions. The task is: Predict the reaction yield, written as a fraction of the theoretical maximum amount of product (1.0 means a 100% yield; for example, 0.34 means a 34% yield). (1) The reactants are C(OC([N:6]1[C:10]([NH:11][C:12](=[O:26])[C:13]2[CH:18]=[CH:17][C:16]([N:19]3[CH2:24][CH2:23][N:22]([CH3:25])[CH2:21][CH2:20]3)=[CH:15][CH:14]=2)=[C:9]2[CH2:27][N:28]([C:32](=[O:42])[NH:33][C:34]3[C:39]([Cl:40])=[CH:38][CH:37]=[CH:36][C:35]=3[Cl:41])[C:29]([CH3:31])([CH3:30])[C:8]2=[N:7]1)=O)C. The catalyst is CO. The product is [Cl:40][C:39]1[CH:38]=[CH:37][CH:36]=[C:35]([Cl:41])[C:34]=1[NH:33][C:32]([N:28]1[CH2:27][C:9]2[C:8](=[N:7][NH:6][C:10]=2[NH:11][C:12](=[O:26])[C:13]2[CH:14]=[CH:15][C:16]([N:19]3[CH2:20][CH2:21][N:22]([CH3:25])[CH2:23][CH2:24]3)=[CH:17][CH:18]=2)[C:29]1([CH3:31])[CH3:30])=[O:42]. The yield is 0.760. (2) The reactants are [C:1]([S:5]([C:8]1[CH:9]=[C:10]2[C:15](=[CH:16][C:17]=1[OH:18])[N:14]=[CH:13][N:12]=[C:11]2SCC)(=[O:7])=[O:6])([CH3:4])([CH3:3])[CH3:2].[Cl:22][C:23]1[CH:29]=[CH:28][C:26]([NH2:27])=[C:25]([F:30])[CH:24]=1.C(=O)([O-])[O-]. The catalyst is Cl.CCOCC. The product is [C:1]([S:5]([C:8]1[CH:9]=[C:10]2[C:15](=[CH:16][C:17]=1[OH:18])[N:14]=[CH:13][N:12]=[C:11]2[NH:27][C:26]1[CH:28]=[CH:29][C:23]([Cl:22])=[CH:24][C:25]=1[F:30])(=[O:6])=[O:7])([CH3:4])([CH3:2])[CH3:3]. The yield is 0.0110. (3) The reactants are [C:1]([C:5]1[CH:23]=[CH:22][C:8]([C:9]([NH:11][C:12]2[N:13]=[C:14]3[CH:19]=[CH:18][C:17](I)=[CH:16][N:15]3[CH:21]=2)=[O:10])=[CH:7][CH:6]=1)([CH3:4])([CH3:3])[CH3:2].C([Mg]Cl)(C)C.[C-:29]#[N:30].O. The catalyst is C1COCC1. The product is [C:1]([C:5]1[CH:23]=[CH:22][C:8]([C:9]([NH:11][C:12]2[N:13]=[C:14]3[CH:19]=[CH:18][C:17]([C:29]#[N:30])=[CH:16][N:15]3[CH:21]=2)=[O:10])=[CH:7][CH:6]=1)([CH3:4])([CH3:3])[CH3:2]. The yield is 0.140.